Predict the reactants needed to synthesize the given product. From a dataset of Full USPTO retrosynthesis dataset with 1.9M reactions from patents (1976-2016). (1) Given the product [CH:37]1([N:23]([CH2:22][CH:10]2[CH:11]([CH2:13][C:14]3[CH:19]=[C:18]([F:20])[CH:17]=[C:16]([F:21])[CH:15]=3)[CH2:12][NH:8][CH2:9]2)[C:24]([CH:26]2[C:35]3[C:30](=[CH:31][CH:32]=[CH:33][CH:34]=3)[NH:29][C:28](=[O:36])[CH2:27]2)=[O:25])[CH2:39][CH2:38]1, predict the reactants needed to synthesize it. The reactants are: C(OC([N:8]1[CH2:12][CH:11]([CH2:13][C:14]2[CH:19]=[C:18]([F:20])[CH:17]=[C:16]([F:21])[CH:15]=2)[CH:10]([CH2:22][N:23]([CH:37]2[CH2:39][CH2:38]2)[C:24]([CH:26]2[C:35]3[C:30](=[CH:31][CH:32]=[CH:33][CH:34]=3)[NH:29][C:28](=[O:36])[CH2:27]2)=[O:25])[CH2:9]1)=O)(C)(C)C.Cl.CC#N.O.CC#N. (2) The reactants are: [CH3:1][N:2]1[C:6]([CH2:7][O:8][C:9]2[N:14]=[N:13][C:12]([C:15]([OH:17])=O)=[CH:11][CH:10]=2)=[C:5]([C:18]2[CH:23]=[CH:22][CH:21]=[CH:20][N:19]=2)[N:4]=[N:3]1.CN(C(ON1N=NC2C=CC=CC1=2)=[N+](C)C)C.[B-](F)(F)(F)F.CCN(C(C)C)C(C)C.[NH2:55][CH:56]1[CH2:61][CH2:60][O:59][CH2:58][CH2:57]1. Given the product [O:59]1[CH2:60][CH2:61][CH:56]([NH:55][C:15]([C:12]2[N:13]=[N:14][C:9]([O:8][CH2:7][C:6]3[N:2]([CH3:1])[N:3]=[N:4][C:5]=3[C:18]3[CH:23]=[CH:22][CH:21]=[CH:20][N:19]=3)=[CH:10][CH:11]=2)=[O:17])[CH2:57][CH2:58]1, predict the reactants needed to synthesize it.